This data is from Reaction yield outcomes from USPTO patents with 853,638 reactions. The task is: Predict the reaction yield, written as a fraction of the theoretical maximum amount of product (1.0 means a 100% yield; for example, 0.34 means a 34% yield). (1) The reactants are Cl[CH2:2][CH2:3][CH2:4][N:5]1[CH2:10][CH2:9][N:8]([CH3:11])[CH2:7][CH2:6]1.[CH2:12]([O:14][C:15](=[O:27])[C:16]([C:18]1[C:26]2[C:21](=[CH:22][CH:23]=[CH:24][CH:25]=2)[NH:20][CH:19]=1)=[O:17])[CH3:13].C([O-])([O-])=O.[K+].[K+]. No catalyst specified. The product is [CH2:12]([O:14][C:15](=[O:27])[C:16]([C:18]1[C:26]2[C:21](=[CH:22][CH:23]=[CH:24][CH:25]=2)[N:20]([CH2:2][CH2:3][CH2:4][N:5]2[CH2:10][CH2:9][N:8]([CH3:11])[CH2:7][CH2:6]2)[CH:19]=1)=[O:17])[CH3:13]. The yield is 0.420. (2) The yield is 0.990. The reactants are Cl.[NH2:2][NH2:3].[CH3:4][C:5]1=[C:6]([CH3:12])[C:7]([O:9][C:10]1=O)=[O:8]. The product is [CH3:4][C:5]1[C:10](=[O:9])[NH:2][NH:3][C:7](=[O:8])[C:6]=1[CH3:12]. The catalyst is O. (3) The reactants are C([O:3][C:4]([C:6]1[N:7]=[C:8](I)[O:9][C:10]=1[C:11]1[CH:16]=[CH:15][C:14]([N:17]2[CH2:22][CH2:21][N:20]([C:23]([O:25][C:26]([CH3:29])([CH3:28])[CH3:27])=[O:24])[CH2:19][CH2:18]2)=[CH:13][CH:12]=1)=[O:5])C.[NH2:31][C:32]1[CH:33]=[N:34][N:35](C(OC(C)(C)C)=O)[CH:36]=1.C(=O)([O-])[O-].[Cs+].[Cs+].CC1(C)C2C=CC=C(P(C3C=CC=CC=3)C3C=CC=CC=3)C=2OC2C1=CC=CC=2P(C1C=CC=CC=1)C1C=CC=CC=1. The catalyst is CC(O)(C)C.O1CCOCC1.C1C=CC(/C=C/C(/C=C/C2C=CC=CC=2)=O)=CC=1.C1C=CC(/C=C/C(/C=C/C2C=CC=CC=2)=O)=CC=1.C1C=CC(/C=C/C(/C=C/C2C=CC=CC=2)=O)=CC=1.[Pd].[Pd]. The product is [NH:34]1[CH:33]=[C:32]([NH:31][C:8]2[O:9][C:10]([C:11]3[CH:16]=[CH:15][C:14]([N:17]4[CH2:22][CH2:21][N:20]([C:23]([O:25][C:26]([CH3:29])([CH3:27])[CH3:28])=[O:24])[CH2:19][CH2:18]4)=[CH:13][CH:12]=3)=[C:6]([C:4]([OH:3])=[O:5])[N:7]=2)[CH:36]=[N:35]1. The yield is 0.260.